Dataset: Forward reaction prediction with 1.9M reactions from USPTO patents (1976-2016). Task: Predict the product of the given reaction. (1) Given the reactants [F:1][C:2]1[CH:7]=[CH:6][C:5]([C:8]2[O:12][C:11]([CH2:13]O)=[N:10][CH:9]=2)=[CH:4][CH:3]=1.CCN(CC)CC.O=S(Cl)[Cl:24].C([O-])([O-])=O.[Na+].[Na+].[C:32]1([P:38]([C:45]2[CH:50]=[CH:49][CH:48]=[CH:47][CH:46]=2)[C:39]2[CH:44]=[CH:43][CH:42]=[CH:41][CH:40]=2)[CH:37]=[CH:36][CH:35]=[CH:34][CH:33]=1, predict the reaction product. The product is: [Cl-:24].[F:1][C:2]1[CH:7]=[CH:6][C:5]([C:8]2[O:12][C:11]([CH2:13][P+:38]([C:39]3[CH:40]=[CH:41][CH:42]=[CH:43][CH:44]=3)([C:45]3[CH:50]=[CH:49][CH:48]=[CH:47][CH:46]=3)[C:32]3[CH:33]=[CH:34][CH:35]=[CH:36][CH:37]=3)=[N:10][CH:9]=2)=[CH:4][CH:3]=1. (2) The product is: [F:1][C:2]1[CH:10]=[CH:9][C:5]([C:6]([N:23]2[CH2:24][CH2:25][C:26]3[N:27]=[C:19]([CH2:18][O:11][C:12]4[CH:17]=[CH:16][CH:15]=[CH:14][CH:13]=4)[O:20][C:21]=3[CH2:22]2)=[O:7])=[CH:4][CH:3]=1. Given the reactants [F:1][C:2]1[CH:10]=[CH:9][C:5]([C:6](Cl)=[O:7])=[CH:4][CH:3]=1.[O:11]([CH2:18][C:19]1[O:20][C:21]2[CH2:22][NH:23][CH2:24][CH2:25][C:26]=2[N:27]=1)[C:12]1[CH:17]=[CH:16][CH:15]=[CH:14][CH:13]=1, predict the reaction product. (3) Given the reactants C[O:2][C:3]([C:5]1([CH2:12][NH2:13])[C:7]2([CH2:11][CH2:10][CH2:9][CH2:8]2)[CH2:6]1)=[O:4].[OH-].[Li+].O, predict the reaction product. The product is: [NH2:13][CH2:12][C:5]1([C:3]([OH:4])=[O:2])[C:7]2([CH2:11][CH2:10][CH2:9][CH2:8]2)[CH2:6]1. (4) Given the reactants FC(F)(F)S(O[CH2:7][C@H:8]([CH3:11])[CH2:9][F:10])(=O)=O.[CH3:14][C:15]1([CH3:42])[NH:27][CH:26]([C:28]2[C:33]([F:34])=[CH:32][C:31](/[CH:35]=[CH:36]/[C:37]([O:39][CH3:40])=[O:38])=[CH:30][C:29]=2[F:41])[C:18]2[NH:19][C:20]3[C:25]([C:17]=2[CH2:16]1)=[CH:24][CH:23]=[CH:22][CH:21]=3.C(N(C(C)C)C(C)C)C, predict the reaction product. The product is: [F:34][C:33]1[CH:32]=[C:31](/[CH:35]=[CH:36]/[C:37]([O:39][CH3:40])=[O:38])[CH:30]=[C:29]([F:41])[C:28]=1[CH:26]1[C:18]2[NH:19][C:20]3[C:25]([C:17]=2[CH2:16][C:15]([CH3:14])([CH3:42])[N:27]1[CH2:7][C@H:8]([CH3:11])[CH2:9][F:10])=[CH:24][CH:23]=[CH:22][CH:21]=3. (5) The product is: [N:1]1[N:2]([C:6]2[CH:30]=[CH:29][CH:28]=[CH:27][C:7]=2[C:8]([N:10]2[C@H:15]([CH3:16])[CH2:14][CH2:13][C@@H:12]([C:17]3[O:18][C:19]([Cl:38])=[C:20]([C:22]([O:24][CH2:25][CH3:26])=[O:23])[N:21]=3)[CH2:11]2)=[O:9])[N:3]=[CH:4][CH:5]=1. Given the reactants [N:1]1[N:2]([C:6]2[CH:30]=[CH:29][CH:28]=[CH:27][C:7]=2[C:8]([N:10]2[C@H:15]([CH3:16])[CH2:14][CH2:13][C@@H:12]([C:17]3[O:18][CH:19]=[C:20]([C:22]([O:24][CH2:25][CH3:26])=[O:23])[N:21]=3)[CH2:11]2)=[O:9])[N:3]=[CH:4][CH:5]=1.C1C(=O)N([Cl:38])C(=O)C1.O, predict the reaction product. (6) Given the reactants [C:1]([Si:3]([CH3:6])([CH3:5])[CH3:4])#[CH:2].I[C:8]1[N:9]=[C:10]([C@@H:13]2[CH2:17][CH2:16][CH2:15][N:14]2[C:18]([C@@H:20]([NH:24][C:25](=[O:28])[O:26][CH3:27])[CH:21]([CH3:23])[CH3:22])=[O:19])[NH:11][CH:12]=1, predict the reaction product. The product is: [CH3:22][CH:21]([CH3:23])[C@H:20]([NH:24][C:25](=[O:28])[O:26][CH3:27])[C:18]([N:14]1[CH2:15][CH2:16][CH2:17][C@H:13]1[C:10]1[NH:9][CH:8]=[C:12]([C:2]#[C:1][Si:3]([CH3:6])([CH3:5])[CH3:4])[N:11]=1)=[O:19]. (7) Given the reactants [CH2:1]([O:3][C:4]1[CH:9]=[CH:8][C:7]([F:10])=[CH:6][C:5]=1C(=O)C)[CH3:2].C1C=C(Cl)C=C([C:21]([O:23]O)=[O:22])C=1.[O-]S([O-])(=O)=O.[Mg+2].[OH-].[K+].[CH2:33](N(CC)CC)C.COCBr, predict the reaction product. The product is: [CH2:1]([O:3][C:4]1[CH:9]=[CH:8][C:7]([F:10])=[CH:6][C:5]=1[O:22][CH2:21][O:23][CH3:33])[CH3:2].